From a dataset of NCI-60 drug combinations with 297,098 pairs across 59 cell lines. Regression. Given two drug SMILES strings and cell line genomic features, predict the synergy score measuring deviation from expected non-interaction effect. (1) Drug 1: CCCS(=O)(=O)NC1=C(C(=C(C=C1)F)C(=O)C2=CNC3=C2C=C(C=N3)C4=CC=C(C=C4)Cl)F. Drug 2: CC1=C(C=C(C=C1)NC(=O)C2=CC=C(C=C2)CN3CCN(CC3)C)NC4=NC=CC(=N4)C5=CN=CC=C5. Cell line: UACC62. Synergy scores: CSS=37.8, Synergy_ZIP=4.01, Synergy_Bliss=1.58, Synergy_Loewe=-17.6, Synergy_HSA=1.53. (2) Drug 1: CC=C1C(=O)NC(C(=O)OC2CC(=O)NC(C(=O)NC(CSSCCC=C2)C(=O)N1)C(C)C)C(C)C. Drug 2: CN1C2=C(C=C(C=C2)N(CCCl)CCCl)N=C1CCCC(=O)O.Cl. Cell line: RXF 393. Synergy scores: CSS=12.8, Synergy_ZIP=2.19, Synergy_Bliss=2.73, Synergy_Loewe=-43.3, Synergy_HSA=2.33. (3) Drug 1: C1=CC(=CC=C1CC(C(=O)O)N)N(CCCl)CCCl.Cl. Drug 2: C1=CC=C(C=C1)NC(=O)CCCCCCC(=O)NO. Cell line: SF-539. Synergy scores: CSS=28.4, Synergy_ZIP=-7.16, Synergy_Bliss=-3.15, Synergy_Loewe=-24.5, Synergy_HSA=-2.66. (4) Drug 1: C1CN1P(=S)(N2CC2)N3CC3. Drug 2: C(=O)(N)NO. Cell line: IGROV1. Synergy scores: CSS=8.81, Synergy_ZIP=-2.16, Synergy_Bliss=-0.844, Synergy_Loewe=-4.49, Synergy_HSA=-0.384. (5) Drug 1: CNC(=O)C1=CC=CC=C1SC2=CC3=C(C=C2)C(=NN3)C=CC4=CC=CC=N4. Drug 2: CCC1(CC2CC(C3=C(CCN(C2)C1)C4=CC=CC=C4N3)(C5=C(C=C6C(=C5)C78CCN9C7C(C=CC9)(C(C(C8N6C=O)(C(=O)OC)O)OC(=O)C)CC)OC)C(=O)OC)O.OS(=O)(=O)O. Cell line: NCI-H460. Synergy scores: CSS=24.0, Synergy_ZIP=5.44, Synergy_Bliss=12.3, Synergy_Loewe=1.60, Synergy_HSA=9.71. (6) Drug 1: CC12CCC3C(C1CCC2O)C(CC4=C3C=CC(=C4)O)CCCCCCCCCS(=O)CCCC(C(F)(F)F)(F)F. Drug 2: CCN(CC)CCCC(C)NC1=C2C=C(C=CC2=NC3=C1C=CC(=C3)Cl)OC. Cell line: K-562. Synergy scores: CSS=15.4, Synergy_ZIP=-7.23, Synergy_Bliss=-6.63, Synergy_Loewe=-10.3, Synergy_HSA=-7.47. (7) Drug 1: CC12CCC3C(C1CCC2=O)CC(=C)C4=CC(=O)C=CC34C. Drug 2: C1=C(C(=O)NC(=O)N1)N(CCCl)CCCl. Cell line: BT-549. Synergy scores: CSS=41.3, Synergy_ZIP=-7.51, Synergy_Bliss=0.213, Synergy_Loewe=-4.79, Synergy_HSA=2.01. (8) Drug 1: CC1C(C(=O)NC(C(=O)N2CCCC2C(=O)N(CC(=O)N(C(C(=O)O1)C(C)C)C)C)C(C)C)NC(=O)C3=C4C(=C(C=C3)C)OC5=C(C(=O)C(=C(C5=N4)C(=O)NC6C(OC(=O)C(N(C(=O)CN(C(=O)C7CCCN7C(=O)C(NC6=O)C(C)C)C)C)C(C)C)C)N)C. Drug 2: COC1=NC(=NC2=C1N=CN2C3C(C(C(O3)CO)O)O)N. Cell line: SF-539. Synergy scores: CSS=-2.96, Synergy_ZIP=3.06, Synergy_Bliss=0.562, Synergy_Loewe=-0.893, Synergy_HSA=-3.00. (9) Drug 1: C1=C(C(=O)NC(=O)N1)N(CCCl)CCCl. Drug 2: C1=CC(=CC=C1C#N)C(C2=CC=C(C=C2)C#N)N3C=NC=N3. Cell line: HCT116. Synergy scores: CSS=29.7, Synergy_ZIP=3.57, Synergy_Bliss=6.72, Synergy_Loewe=3.40, Synergy_HSA=6.71. (10) Drug 1: CCC1(C2=C(COC1=O)C(=O)N3CC4=CC5=C(C=CC(=C5CN(C)C)O)N=C4C3=C2)O.Cl. Drug 2: COCCOC1=C(C=C2C(=C1)C(=NC=N2)NC3=CC=CC(=C3)C#C)OCCOC.Cl. Cell line: SN12C. Synergy scores: CSS=38.9, Synergy_ZIP=-0.332, Synergy_Bliss=7.58, Synergy_Loewe=-19.9, Synergy_HSA=-6.43.